From a dataset of Full USPTO retrosynthesis dataset with 1.9M reactions from patents (1976-2016). Predict the reactants needed to synthesize the given product. (1) Given the product [CH:1]([NH:4][C:5]([C@H:7]1[CH2:11][CH2:10][CH:9]([CH3:12])[NH:8]1)=[O:6])([CH3:3])[CH3:2], predict the reactants needed to synthesize it. The reactants are: [CH:1]([NH:4][C:5]([C@H:7]1[CH2:11][CH2:10][CH:9]([CH3:12])[N:8]1C(OCC=C)=O)=[O:6])([CH3:3])[CH3:2].[BH4-].[Na+]. (2) Given the product [CH2:54]([CH:53]([CH2:70][CH2:71][CH2:72][CH2:39][CH2:38][CH3:37])[C:52]([OH:61])=[O:60])[CH2:55][CH2:56][CH2:57][CH2:58][CH2:59][CH2:64][CH2:65][CH2:66][CH2:67][CH2:79][CH3:80].[OH:36][CH2:37][CH:38]([CH2:39][OH:40])[OH:41].[OH:36][CH2:37][CH:38]([CH2:39][OH:40])[OH:41].[OH:36][CH2:37][CH:38]([CH2:39][OH:40])[OH:41].[OH:36][CH2:37][CH:38]([CH2:39][OH:40])[OH:41].[OH:36][CH2:37][CH:38]([CH2:39][OH:40])[OH:41].[OH:36][CH2:37][CH:38]([CH2:39][OH:40])[OH:41].[OH:36][CH2:37][CH:38]([CH2:39][OH:40])[OH:41].[OH:36][CH2:37][CH:38]([CH2:39][OH:40])[OH:41].[OH:36][CH2:37][CH:38]([CH2:39][OH:40])[OH:41].[OH:36][CH2:37][CH:38]([CH2:39][OH:40])[OH:41], predict the reactants needed to synthesize it. The reactants are: C(O)C(O)C[O:36][CH2:37][CH:38]([OH:41])[CH2:39][O:40]CC(O)C[O:36][CH2:37][CH:38]([OH:41])[CH2:39][O:40]CC(O)C[O:36][CH2:37][CH:38]([OH:41])[CH2:39][O:40]CC(O)C[O:36][CH2:37][CH:38]([OH:41])[CH2:39][O:40]CC(O)C[O:36][CH2:37][CH:38]([OH:41])[CH2:39][OH:40].[C:52]([OH:61])(=[O:60])[CH2:53][CH2:54][CH2:55][CH2:56][CH2:57][CH2:58][CH3:59].ON1[C:67](=O)[CH2:66][CH2:65][C:64]1=O.[CH3:70][CH:71](N=C=NC(C)C)[CH3:72].[CH2:79]1COC[CH2:80]1. (3) Given the product [N:47]1[CH:48]=[CH:50][C:35]([CH2:40][C:26]2[CH:27]=[CH:22][C:23]([NH:28][C:10]([C:2]3[NH:1][C:5]4[CH:6]=[CH:7][CH:8]=[C:9]([CH3:54])[C:4]=4[N:3]=3)=[O:12])=[CH:24][CH:25]=2)=[CH:53][CH:51]=1, predict the reactants needed to synthesize it. The reactants are: [N:1]1[C:5]2[CH:6]=[CH:7][CH:8]=[CH:9][C:4]=2[NH:3][C:2]=1[C:10]([OH:12])=O.CN(C(ON1N=[N:28][C:23]2[CH:24]=[CH:25][CH:26]=[CH:27][C:22]1=2)=[N+](C)C)C.[B-](F)(F)(F)F.[CH:35]1C=CC2N(O)N=NC=2[CH:40]=1.CC[N:47]([CH:51]([CH3:53])C)[CH:48]([CH3:50])C.[CH3:54]N(C=O)C. (4) Given the product [OH:23][CH:24]([C:29]1[S:33][C:32]([C:34](=[O:35])[CH2:14][CH2:13][C:12](=[O:15])[CH:11]([C:8]2[CH:7]=[CH:6][C:5]([S:2]([CH3:1])(=[O:4])=[O:3])=[CH:10][CH:9]=2)[CH2:16][CH:17]2[CH2:22][CH2:21][O:20][CH2:19][CH2:18]2)=[N:31][CH:30]=1)[C:25]([OH:28])([CH3:27])[CH3:26], predict the reactants needed to synthesize it. The reactants are: [CH3:1][S:2]([C:5]1[CH:10]=[CH:9][C:8]([CH:11]([CH2:16][CH:17]2[CH2:22][CH2:21][O:20][CH2:19][CH2:18]2)[C:12](=[O:15])[CH:13]=[CH2:14])=[CH:7][CH:6]=1)(=[O:4])=[O:3].[OH:23][CH:24]([C:29]1[S:33][C:32]([CH:34]=[O:35])=[N:31][CH:30]=1)[C:25]([OH:28])([CH3:27])[CH3:26].C(N(CC)CC)C.O1CCCC1. (5) Given the product [CH3:15][O:13][C:12]([C:9]1([C:3]2[CH:8]=[CH:7][CH:6]=[CH:5][CH:4]=2)[CH2:11][CH2:10]1)=[O:14], predict the reactants needed to synthesize it. The reactants are: CI.[C:3]1([C:9]2([C:12]([OH:14])=[O:13])[CH2:11][CH2:10]2)[CH:8]=[CH:7][CH:6]=[CH:5][CH:4]=1.[C:15](=O)([O-])[O-].[K+].[K+]. (6) Given the product [CH3:3][CH:2]([C@H:4]([NH2:23])[C:5]([O:7][CH2:8][CH2:9][O:10][CH2:11][N:12]1[C:16]2[NH:17][C:18]([NH2:22])=[N:19][C:20](=[O:21])[C:15]=2[N:14]=[CH:13]1)=[O:6])[CH3:1].[ClH:24].[NH2:23][C@H:4]([C:5]([OH:7])=[O:6])[CH3:2], predict the reactants needed to synthesize it. The reactants are: [CH3:1][CH:2]([C@H:4]([NH2:23])[C:5]([O:7][CH2:8][CH2:9][O:10][CH2:11][N:12]1[C:16]2[NH:17][C:18]([NH2:22])=[N:19][C:20](=[O:21])[C:15]=2[N:14]=[CH:13]1)=[O:6])[CH3:3].[ClH:24]. (7) The reactants are: [N:1]([CH:4]1[CH2:9][CH:8]([C:10]2[CH:15]=[CH:14][CH:13]=[C:12]([F:16])[C:11]=2[F:17])[CH2:7][N:6]([CH2:18][C:19]([F:22])([F:21])[F:20])[C:5]1=[O:23])=[N+]=[N-].[C:24](O[C:32]([O:34][C:35]([CH3:38])([CH3:37])[CH3:36])=[O:33])([O:26][C:27]([CH3:30])([CH3:29])[CH3:28])=[O:25]. Given the product [NH:6]([CH2:7][CH3:8])[CH2:5][CH3:4].[F:17][C:11]1[C:12]([F:16])=[CH:13][CH:14]=[CH:15][C:10]=1[C@@H:8]1[CH2:7][N:6]([CH2:18][C:19]([F:22])([F:21])[F:20])[C:5](=[O:23])[C@H:4]([NH:1][C:24](=[O:25])[O:26][C:27]([CH3:30])([CH3:29])[CH3:28])[CH2:9]1.[F:17][C:11]1[C:12]([F:16])=[CH:13][CH:14]=[CH:15][C:10]=1[C@H:8]1[CH2:7][N:6]([CH2:18][C:19]([F:20])([F:21])[F:22])[C:5](=[O:23])[C@@H:4]([NH:1][C:32](=[O:33])[O:34][C:35]([CH3:36])([CH3:37])[CH3:38])[CH2:9]1, predict the reactants needed to synthesize it. (8) Given the product [CH:23]1([CH2:22][NH:21][C:18]([C:4]2[NH:5][C:6]([CH:7]=[C:8]3[C:16]4[C:11](=[CH:12][CH:13]=[CH:14][CH:15]=4)[NH:10][C:9]3=[O:17])=[C:2]([CH3:1])[CH:3]=2)=[O:20])[CH2:28][CH2:27][CH2:26][CH2:25][CH2:24]1, predict the reactants needed to synthesize it. The reactants are: [CH3:1][C:2]1[CH:3]=[C:4]([C:18]([OH:20])=O)[NH:5][C:6]=1[CH:7]=[C:8]1[C:16]2[C:11](=[CH:12][CH:13]=[CH:14][CH:15]=2)[NH:10][C:9]1=[O:17].[NH2:21][CH2:22][CH:23]1[CH2:28][CH2:27][CH2:26][CH2:25][CH2:24]1.CCN(CC)CC. (9) Given the product [CH3:13][O:14][C:15](=[O:26])[CH:16]([C:17]1[C:22]([F:23])=[CH:21][CH:20]=[C:19]([Cl:24])[C:18]=1[F:25])[CH2:7][C:6]#[N:9], predict the reactants needed to synthesize it. The reactants are: C([Li])CCC.[CH:6]([NH:9]C(C)C)(C)[CH3:7].[CH3:13][O:14][C:15](=[O:26])[CH2:16][C:17]1[C:22]([F:23])=[CH:21][CH:20]=[C:19]([Cl:24])[C:18]=1[F:25].ICC#N.[Cl-].[NH4+].